This data is from Catalyst prediction with 721,799 reactions and 888 catalyst types from USPTO. The task is: Predict which catalyst facilitates the given reaction. (1) Reactant: [CH2:1]([O:3][C:4]1[CH:9]=[CH:8][CH:7]=[CH:6][C:5]=1[OH:10])[CH3:2].Cl[CH2:12][C:13]([CH3:15])=[CH2:14].C(=O)([O-])[O-].[K+].[K+].[I-].[K+]. Product: [CH2:1]([O:3][C:4]1[CH:9]=[CH:8][CH:7]=[CH:6][C:5]=1[O:10][CH2:14][C:13]([CH3:15])=[CH2:12])[CH3:2]. The catalyst class is: 35. (2) Reactant: [NH:1]1[C:9]2[CH:8]=[C:7]([C:10]([O:12][C:13]([CH3:16])([CH3:15])[CH3:14])=[O:11])[N:6]=[CH:5][C:4]=2[CH:3]=[CH:2]1.[H-].[Na+].Cl[CH2:20][S:21][CH3:22]. Product: [CH3:20][S:21][CH2:22][N:1]1[C:9]2[CH:8]=[C:7]([C:10]([O:12][C:13]([CH3:16])([CH3:15])[CH3:14])=[O:11])[N:6]=[CH:5][C:4]=2[CH:3]=[CH:2]1. The catalyst class is: 3. (3) Reactant: CC(C)([O-])C.[K+].[C:7]([O:14][CH2:15][CH3:16])(=[O:13])[C:8]([O:10]CC)=O.[CH3:17][O:18][C:19]1[C:20]([N+:26]([O-:28])=[O:27])=[C:21]([CH3:25])[CH:22]=[CH:23][CH:24]=1. Product: [CH3:17][O:18][C:19]1[C:20]([N+:26]([O-:28])=[O:27])=[C:21]([CH2:25][C:8](=[O:10])[C:7]([O:14][CH2:15][CH3:16])=[O:13])[CH:22]=[CH:23][CH:24]=1. The catalyst class is: 27.